Dataset: Forward reaction prediction with 1.9M reactions from USPTO patents (1976-2016). Task: Predict the product of the given reaction. (1) The product is: [OH:75][C:72]1[CH:73]=[CH:74][C:69]2[C:68]3([C:58]4[C:59](=[CH:60][C:61]([NH:62][C:63](=[S:64])[N:44]([CH2:45][C:46]5[CH:51]=[CH:50][CH:49]=[C:48]([Sn:52]([CH3:55])([CH3:54])[CH3:53])[CH:47]=5)[CH2:43][CH2:42][CH2:41][O:40][CH2:39][CH2:38][O:37][CH2:36][CH2:35][O:34][CH2:33][CH2:32][O:31][CH2:30][CH2:29][O:28][CH2:27][CH2:26][CH2:25][NH:24][C:17]5[CH:16]=[C:15]([N:5]6[C:6]7[CH2:7][C:8]([CH3:14])([CH3:13])[CH2:9][C:10](=[O:12])[C:11]=7[C:3]([CH3:2])=[N:4]6)[CH:23]=[CH:22][C:18]=5[C:19]([NH2:21])=[O:20])=[CH:56][CH:57]=4)[C:65](=[O:66])[O:67]3)[C:78]3[C:77]([O:76][C:70]=2[CH:71]=1)=[CH:82][C:81]([OH:83])=[CH:80][CH:79]=3. Given the reactants [Sn].[CH3:2][C:3]1[C:11]2[C:10](=[O:12])[CH2:9][C:8]([CH3:14])([CH3:13])[CH2:7][C:6]=2[N:5]([C:15]2[CH:23]=[CH:22][C:18]([C:19]([NH2:21])=[O:20])=[C:17]([NH:24][CH2:25][CH2:26][CH2:27][O:28][CH2:29][CH2:30][O:31][CH2:32][CH2:33][O:34][CH2:35][CH2:36][O:37][CH2:38][CH2:39][O:40][CH2:41][CH2:42][CH2:43][NH:44][CH2:45][C:46]3[CH:51]=[CH:50][CH:49]=[C:48]([Sn:52]([CH3:55])([CH3:54])[CH3:53])[CH:47]=3)[CH:16]=2)[N:4]=1.[CH:56]1[C:61]([N:62]=[C:63]=[S:64])=[CH:60][C:59]2[C:65]([O:67][C:68]3([C:78]4[CH:79]=[CH:80][C:81]([OH:83])=[CH:82][C:77]=4[O:76][C:70]4[CH:71]=[C:72]([OH:75])[CH:73]=[CH:74][C:69]3=4)[C:58]=2[CH:57]=1)=[O:66].CCN(C(C)C)C(C)C, predict the reaction product. (2) Given the reactants [C:1]([O:4][C:5]1[CH:12]=[CH:11][C:8]([CH:9]=[CH2:10])=[CH:7][CH:6]=1)(=[O:3])[CH3:2].N([C:22]([CH3:28])([CH3:27])[C:23]([O:25][CH3:26])=[O:24])=N[C:22]([CH3:28])([CH3:27])[C:23]([O:25][CH3:26])=[O:24].[CH3:29]O.[CH:31](O)(C)[CH3:32], predict the reaction product. The product is: [C:23]([O:25][C:26]1([CH2:31][CH3:32])[CH:10]2[CH2:9][CH:8]3[CH2:11][CH:12]([CH2:5][CH:6]1[CH2:7]3)[CH2:29]2)(=[O:24])[C:22]([CH3:27])=[CH2:28].[C:1]([O:4][C:5]1[CH:12]=[CH:11][C:8]([CH:9]=[CH2:10])=[CH:7][CH:6]=1)(=[O:3])[CH3:2]. (3) Given the reactants [Cl:1][C:2]1[CH:3]=[CH:4][C:5]([O:33][CH3:34])=[C:6]([S:8]([N:11]2[C:19]3[C:14](=[CH:15][CH:16]=[C:17]([C:20]([NH:22][C:23]4[CH:31]=[CH:30][C:26]([C:27]([OH:29])=[O:28])=[C:25]([F:32])[CH:24]=4)=[O:21])[CH:18]=3)[CH2:13][CH2:12]2)(=[O:10])=[O:9])[CH:7]=1.Cl[C:36]1C=CC(OC)=C(S(Cl)(=O)=O)[CH:41]=1, predict the reaction product. The product is: [CH2:36]([O:28][C:27](=[O:29])[C:26]1[CH:30]=[CH:31][C:23]([NH:22][C:20]([C:17]2[CH:18]=[C:19]3[C:14]([CH2:13][CH2:12][N:11]3[S:8]([C:6]3[CH:7]=[C:2]([Cl:1])[CH:3]=[CH:4][C:5]=3[O:33][CH3:34])(=[O:10])=[O:9])=[CH:15][CH:16]=2)=[O:21])=[CH:24][C:25]=1[F:32])[CH3:41]. (4) Given the reactants Cl.Cl.C(O[C:6]([C:8]1[CH:9]=[C:10]2[C:14](=[CH:15][CH:16]=1)[NH:13][N:12]=[C:11]2[C:17]1[CH:26]=[CH:25][C:24]2[C:19](=[CH:20][CH:21]=[C:22]([O:27][CH3:28])[CH:23]=2)[CH:18]=1)=[NH:7])C.[CH3:29][CH:30]1[CH2:35][CH2:34][CH2:33][CH2:32][N:31]1[CH2:36][C:37]([NH:39][NH2:40])=O.C(N(CC)CC)C, predict the reaction product. The product is: [CH3:28][O:27][C:22]1[CH:21]=[C:20]2[C:25](=[CH:24][CH:23]=1)[CH:26]=[C:17]([C:11]1[C:15]3[C:14](=[CH:10][CH:9]=[C:8]([C:6]4[N:7]=[C:37]([CH2:36][N:31]5[CH2:32][CH2:33][CH2:34][CH2:35][CH:30]5[CH3:29])[NH:39][N:40]=4)[CH:16]=3)[NH:13][N:12]=1)[CH:18]=[CH:19]2.